Dataset: Reaction yield outcomes from USPTO patents with 853,638 reactions. Task: Predict the reaction yield, written as a fraction of the theoretical maximum amount of product (1.0 means a 100% yield; for example, 0.34 means a 34% yield). The reactants are Cl.[CH3:2][O:3][C:4](=[O:9])[C@@H:5]([CH2:7][SH:8])[NH2:6].[CH3:22][C:21]([O:20][C:18](O[C:18]([O:20][C:21]([CH3:24])([CH3:23])[CH3:22])=[O:19])=[O:19])([CH3:24])[CH3:23].CCN(CC)CC.Br[CH2:33][C:34]([O:36][CH3:37])=[O:35]. The catalyst is C(Cl)Cl. The product is [C:21]([O:20][C:18]([NH:6][C@H:5]([CH2:7][S:8][CH2:33][C:34]([O:36][CH3:37])=[O:35])[C:4]([O:3][CH3:2])=[O:9])=[O:19])([CH3:22])([CH3:23])[CH3:24]. The yield is 0.740.